Dataset: Forward reaction prediction with 1.9M reactions from USPTO patents (1976-2016). Task: Predict the product of the given reaction. (1) Given the reactants [CH:1]1[CH:2]=C[C:4]2[N:9](O)N=[N:7][C:5]=2[CH:6]=1.[OH:11][C:12]1[CH:13]=[CH:14][C:15]([O:21][CH2:22][C:23]2[CH:28]=[CH:27][CH:26]=[CH:25][CH:24]=2)=[C:16]([CH:20]=1)[C:17]([OH:19])=O.N1C=CC=C(N)C=1.C(Cl)CCl, predict the reaction product. The product is: [OH:11][C:12]1[CH:13]=[CH:14][C:15]([O:21][CH2:22][C:23]2[CH:28]=[CH:27][CH:26]=[CH:25][CH:24]=2)=[C:16]([CH:20]=1)[C:17]([NH:7][C:5]1[CH:4]=[N:9][CH:2]=[CH:1][CH:6]=1)=[O:19]. (2) The product is: [CH2:1]([N:8]1[CH2:9][CH:10]=[C:11]([C:15]2[CH:20]=[C:19]([Cl:21])[CH:18]=[CH:17][C:16]=2[O:22][CH3:23])[CH2:12][CH2:13]1)[C:2]1[CH:7]=[CH:6][CH:5]=[CH:4][CH:3]=1. Given the reactants [CH2:1]([N:8]1[CH2:13][CH2:12][C:11]([C:15]2[CH:20]=[C:19]([Cl:21])[CH:18]=[CH:17][C:16]=2[O:22][CH3:23])(O)[CH2:10][CH2:9]1)[C:2]1[CH:7]=[CH:6][CH:5]=[CH:4][CH:3]=1.CC1C=CC(S(O)(=O)=O)=CC=1.O, predict the reaction product. (3) Given the reactants [O:1]([C:8]1[C:9]([NH:21][C:22]([NH2:24])=[S:23])=[N:10][CH:11]=[C:12]([S:14][C:15]2[CH:20]=[CH:19][CH:18]=[CH:17][N:16]=2)[CH:13]=1)[C:2]1[CH:7]=[CH:6][CH:5]=[CH:4][CH:3]=1.C(N(CC)CC)C.[C:32]([N:35]1[CH2:40][CH2:39][CH:38]([C:41](=O)[CH2:42]Br)[CH2:37][CH2:36]1)(=[O:34])[CH3:33].[ClH:45], predict the reaction product. The product is: [ClH:45].[ClH:45].[O:1]([C:8]1[C:9]([NH:21][C:22]2[S:23][CH:42]=[C:41]([CH:38]3[CH2:39][CH2:40][N:35]([C:32](=[O:34])[CH3:33])[CH2:36][CH2:37]3)[N:24]=2)=[N:10][CH:11]=[C:12]([S:14][C:15]2[CH:20]=[CH:19][CH:18]=[CH:17][N:16]=2)[CH:13]=1)[C:2]1[CH:7]=[CH:6][CH:5]=[CH:4][CH:3]=1.